From a dataset of Catalyst prediction with 721,799 reactions and 888 catalyst types from USPTO. Predict which catalyst facilitates the given reaction. (1) Reactant: C([O:3][C:4](=O)[CH2:5][N:6]1[C:14]2[CH:13]=[CH:12][CH:11]=[CH:10][C:9]=2[C:8]2[CH2:15][CH2:16][N:17]([C:20]([O:22][C:23]([CH3:26])([CH3:25])[CH3:24])=[O:21])[CH2:18][CH2:19][C:7]1=2)C.[Li+].[BH4-].O. Product: [OH:3][CH2:4][CH2:5][N:6]1[C:14]2[CH:13]=[CH:12][CH:11]=[CH:10][C:9]=2[C:8]2[CH2:15][CH2:16][N:17]([C:20]([O:22][C:23]([CH3:26])([CH3:25])[CH3:24])=[O:21])[CH2:18][CH2:19][C:7]1=2. The catalyst class is: 1. (2) Product: [CH3:4][C:2]([O:5][C:6]([N:8]([CH3:28])[C@H:9]1[CH2:13][CH2:12][N:11]([C:14]2[C:19]([C:20]([O:22][CH:23]([CH3:25])[CH3:24])=[O:21])=[CH:18][CH:17]=[CH:16][N:15]=2)[CH2:10]1)=[O:7])([CH3:1])[CH3:3]. Reactant: [CH3:1][C:2]([O:5][C:6]([NH:8][C@H:9]1[CH2:13][CH2:12][N:11]([C:14]2[C:19]([C:20]([O:22][CH:23]([CH3:25])[CH3:24])=[O:21])=[CH:18][CH:17]=[CH:16][N:15]=2)[CH2:10]1)=[O:7])([CH3:4])[CH3:3].[H-].[Na+].[CH3:28]I.O. The catalyst class is: 3.